This data is from Forward reaction prediction with 1.9M reactions from USPTO patents (1976-2016). The task is: Predict the product of the given reaction. (1) Given the reactants [Cl:1][C:2]1[CH:3]=[C:4]([N:10]2[CH:18]([CH:19]3[CH2:24][CH2:23][O:22][CH2:21][CH2:20]3)[CH:17]3[C:12]([C:13]4[CH:28]=[CH:27][C:26]([C:29]([OH:31])=O)=[CH:25][C:14]=4[CH2:15][CH2:16]3)=[N:11]2)[CH:5]=[CH:6][C:7]=1[C:8]#[N:9].Cl.[CH3:33][S:34]([CH2:37][CH2:38][NH2:39])(=O)=[O:35], predict the reaction product. The product is: [Cl:1][C:2]1[CH:3]=[C:4]([N:10]2[CH:18]([CH:19]3[CH2:20][CH2:21][O:22][CH2:23][CH2:24]3)[CH:17]3[C:12]([C:13]4[CH:28]=[CH:27][C:26]([C:29]([NH:39][CH2:38][CH2:37][S:34]([CH3:33])=[O:35])=[O:31])=[CH:25][C:14]=4[CH2:15][CH2:16]3)=[N:11]2)[CH:5]=[CH:6][C:7]=1[C:8]#[N:9]. (2) Given the reactants [NH2:1][C:2](=[O:21])[CH2:3][CH2:4][CH:5]([N:9]1[C:17](=[O:18])[C:16]2[C:11](=[CH:12][CH:13]=[CH:14][C:15]=2[F:19])[C:10]1=[O:20])[C:6](O)=[O:7].C(N1C=CN=C1)(N1C=CN=C1)=O, predict the reaction product. The product is: [O:7]=[C:6]1[CH:5]([N:9]2[C:17](=[O:18])[C:16]3[C:11](=[CH:12][CH:13]=[CH:14][C:15]=3[F:19])[C:10]2=[O:20])[CH2:4][CH2:3][C:2](=[O:21])[NH:1]1. (3) Given the reactants [C:1]([C:5]1[C:6]([N+:17]([O-])=O)=[CH:7][C:8]2[O:12][C:11](=[O:13])[C:10]([CH3:15])([CH3:14])[C:9]=2[CH:16]=1)([CH3:4])([CH3:3])[CH3:2], predict the reaction product. The product is: [NH2:17][C:6]1[C:5]([C:1]([CH3:4])([CH3:3])[CH3:2])=[CH:16][C:9]2[C:10]([CH3:15])([CH3:14])[C:11](=[O:13])[O:12][C:8]=2[CH:7]=1.